From a dataset of Catalyst prediction with 721,799 reactions and 888 catalyst types from USPTO. Predict which catalyst facilitates the given reaction. Reactant: C(OC(=O)[N:7]([C:14]1[N:19]=[CH:18][C:17]([CH2:20][N:21]2[C:25]3=[N:26][C:27]([CH3:31])=[CH:28][C:29]([CH3:30])=[C:24]3[N:23]=[C:22]2[CH2:32][CH3:33])=[CH:16][N:15]=1)[C:8]1[CH:13]=[CH:12][CH:11]=[CH:10][CH:9]=1)(C)(C)C.O1CCOCC1.[ClH:41]. Product: [ClH:41].[CH2:32]([C:22]1[N:21]([CH2:20][C:17]2[CH:18]=[N:19][C:14]([NH:7][C:8]3[CH:13]=[CH:12][CH:11]=[CH:10][CH:9]=3)=[N:15][CH:16]=2)[C:25]2=[N:26][C:27]([CH3:31])=[CH:28][C:29]([CH3:30])=[C:24]2[N:23]=1)[CH3:33]. The catalyst class is: 5.